This data is from Forward reaction prediction with 1.9M reactions from USPTO patents (1976-2016). The task is: Predict the product of the given reaction. (1) Given the reactants [C:1]([O:5][C:6]([NH:8][C@H:9]1[CH2:13][CH2:12][CH2:11][C@H:10]1[NH:14][C:15]1[N:24]=[CH:23][C:22]2[C:17](=[CH:18][CH:19]=[C:20]([C:25]3[CH:33]=[CH:32][C:28]([C:29](O)=[O:30])=[CH:27][C:26]=3[O:34][CH3:35])[CH:21]=2)[N:16]=1)=[O:7])([CH3:4])([CH3:3])[CH3:2].[CH:36]1([NH2:39])[CH2:38][CH2:37]1.CN(C(ON1N=NC2C=CC=NC1=2)=[N+](C)C)C.F[P-](F)(F)(F)(F)F.CCN(C(C)C)C(C)C, predict the reaction product. The product is: [CH:36]1([NH:39][C:29]([C:28]2[CH:32]=[CH:33][C:25]([C:20]3[CH:21]=[C:22]4[C:17](=[CH:18][CH:19]=3)[N:16]=[C:15]([NH:14][C@@H:10]3[CH2:11][CH2:12][CH2:13][C@@H:9]3[NH:8][C:6](=[O:7])[O:5][C:1]([CH3:3])([CH3:4])[CH3:2])[N:24]=[CH:23]4)=[C:26]([O:34][CH3:35])[CH:27]=2)=[O:30])[CH2:38][CH2:37]1. (2) Given the reactants C([O:8][C:9]1[CH:14]=[CH:13][N:12]=[C:11]([O:15][CH2:16][CH2:17][CH2:18][N:19]2[CH2:24][CH2:23][N:22]([C:25]3[CH:30]=[C:29]([CH:31]4[CH2:34][CH2:33][CH2:32]4)[N:28]=[C:27]([C:35]([CH3:38])([CH3:37])[CH3:36])[N:26]=3)[CH2:21][CH2:20]2)[N:10]=1)C1C=CC=CC=1, predict the reaction product. The product is: [C:35]([C:27]1[N:26]=[C:25]([N:22]2[CH2:21][CH2:20][N:19]([CH2:18][CH2:17][CH2:16][O:15][C:11]3[N:10]=[C:9]([OH:8])[CH:14]=[CH:13][N:12]=3)[CH2:24][CH2:23]2)[CH:30]=[C:29]([CH:31]2[CH2:32][CH2:33][CH2:34]2)[N:28]=1)([CH3:38])([CH3:36])[CH3:37]. (3) The product is: [CH3:5][O:4][P:3]([CH2:7][CH2:8][C@@H:9]1[C@@H:13]([O:14][CH3:15])[C@@H:12]([O:16][Si:17]([C:20]([CH3:23])([CH3:22])[CH3:21])([CH3:19])[CH3:18])[C@H:11]([N:24]2[CH:32]=[N:31][C:30]3[C:25]2=[N:26][CH:27]=[N:28][C:29]=3[NH:33][C:34](=[O:41])[C:35]2[CH:36]=[CH:37][CH:38]=[CH:39][CH:40]=2)[O:10]1)(=[O:6])[O:2][CH3:1]. Given the reactants [CH3:1][O:2][P:3](/[CH:7]=[CH:8]/[C@@H:9]1[C@@H:13]([O:14][CH3:15])[C@@H:12]([O:16][Si:17]([C:20]([CH3:23])([CH3:22])[CH3:21])([CH3:19])[CH3:18])[C@H:11]([N:24]2[CH:32]=[N:31][C:30]3[C:25]2=[N:26][CH:27]=[N:28][C:29]=3[NH:33][C:34](=[O:41])[C:35]2[CH:40]=[CH:39][CH:38]=[CH:37][CH:36]=2)[O:10]1)(=[O:6])[O:4][CH3:5], predict the reaction product. (4) Given the reactants [C:1]([C:5]1[C:6]2[CH:12]([C:13]3[CH:18]=[CH:17][CH:16]=[CH:15][C:14]=3[O:19][CH3:20])[N:11]([C:21]3[CH:26]=[CH:25][C:24]([C:27]4[O:31][N:30]=[C:29](C(O)=O)[CH:28]=4)=[CH:23][CH:22]=3)[C:10](=[O:35])[C:7]=2[NH:8][N:9]=1)([CH3:4])([CH3:3])[CH3:2].C(N(CC)CC)C.C[N:44]([CH:46]=[O:47])C.[C:48]([OH:52])([CH3:51])([CH3:50])[CH3:49], predict the reaction product. The product is: [C:1]([C:5]1[C:6]2[CH:12]([C:13]3[CH:18]=[CH:17][CH:16]=[CH:15][C:14]=3[O:19][CH3:20])[N:11]([C:21]3[CH:26]=[CH:25][C:24]([C:27]4[O:31][N:30]=[C:29]([O:52][C:48]([CH3:51])([CH3:50])[CH3:49])[C:28]=4[N:44]=[C:46]=[O:47])=[CH:23][CH:22]=3)[C:10](=[O:35])[C:7]=2[NH:8][N:9]=1)([CH3:2])([CH3:4])[CH3:3]. (5) The product is: [F:19][C:20]1[CH:25]=[C:24]([F:26])[CH:23]=[CH:22][C:21]=1[CH2:27][NH:28][C:29]([C:31]1[C:32](=[O:47])[C:33]([O:46][CH2:2][O:3][C:4]([O:6][CH2:7][C:8]([O:10][CH2:11][C:12]2[CH:17]=[CH:16][CH:15]=[CH:14][CH:13]=2)=[O:9])=[O:5])=[C:34]2[C:39](=[O:40])[N:38]3[C@@H:41]([CH3:44])[CH2:42][O:43][C@@H:37]3[CH2:36][N:35]2[CH:45]=1)=[O:30]. Given the reactants I[CH2:2][O:3][C:4]([O:6][CH2:7][C:8]([O:10][CH2:11][C:12]1[CH:17]=[CH:16][CH:15]=[CH:14][CH:13]=1)=[O:9])=[O:5].[Na].[F:19][C:20]1[CH:25]=[C:24]([F:26])[CH:23]=[CH:22][C:21]=1[CH2:27][NH:28][C:29]([C:31]1[C:32](=[O:47])[C:33]([OH:46])=[C:34]2[C:39](=[O:40])[N:38]3[C@@H:41]([CH3:44])[CH2:42][O:43][C@@H:37]3[CH2:36][N:35]2[CH:45]=1)=[O:30].C(=O)([O-])[O-].[K+].[K+], predict the reaction product.